From a dataset of Peptide-MHC class I binding affinity with 185,985 pairs from IEDB/IMGT. Regression. Given a peptide amino acid sequence and an MHC pseudo amino acid sequence, predict their binding affinity value. This is MHC class I binding data. The peptide sequence is TYGPVFMCL. The MHC is Patr-A0701 with pseudo-sequence Patr-A0701. The binding affinity (normalized) is 0.